From a dataset of Reaction yield outcomes from USPTO patents with 853,638 reactions. Predict the reaction yield, written as a fraction of the theoretical maximum amount of product (1.0 means a 100% yield; for example, 0.34 means a 34% yield). (1) The catalyst is C1(C)C=CC=CC=1. The yield is 0.500. The product is [C:1]1([C:7]2[CH2:8][CH:9]([C:1]3[CH:6]=[CH:5][N:15]=[CH:3][CH:2]=3)[C:10](=[O:13])[NH:11][N:12]=2)[CH:2]=[CH:3][CH:4]=[CH:5][CH:6]=1. The reactants are [C:1]1([C:7]2[CH:8]=[CH:9][C:10](=[O:13])[NH:11][N:12]=2)[CH:6]=[CH:5][CH:4]=[CH:3][CH:2]=1.[Cl-].[NH4+:15]. (2) The reactants are [C:1]1([N:11]=[C:12]=[O:13])[C:10]2[C:5](=[CH:6][CH:7]=[CH:8][CH:9]=2)[CH:4]=[CH:3][CH:2]=1.Cl.[O:15]=[C:16]1[CH:21]([N:22]2[C:30](=[O:31])[C:29]3[C:24](=[CH:25][CH:26]=[CH:27][C:28]=3[CH2:32][NH:33][CH3:34])[C:23]2=[O:35])[CH2:20][CH2:19][C:18](=[O:36])[NH:17]1.C(N(CC)CC)C. The product is [O:15]=[C:16]1[CH:21]([N:22]2[C:30](=[O:31])[C:29]3[C:24](=[CH:25][CH:26]=[CH:27][C:28]=3[CH2:32][N:33]([CH3:34])[C:12]([NH:11][C:1]3[C:10]4[C:5](=[CH:6][CH:7]=[CH:8][CH:9]=4)[CH:4]=[CH:3][CH:2]=3)=[O:13])[C:23]2=[O:35])[CH2:20][CH2:19][C:18](=[O:36])[NH:17]1. The catalyst is C1COCC1. The yield is 0.530. (3) The reactants are [N:1]([C:4]1[C:9]([F:10])=[CH:8][N:7]=[CH:6][C:5]=1/[CH:11]=[N:12]/[C:13]1[C:20]([Cl:21])=[CH:19][C:16]([C:17]#[N:18])=[CH:15][C:14]=1[Cl:22])=[N+]=[N-]. The catalyst is C1(C)C=CC=CC=1. The product is [Cl:22][C:14]1[CH:15]=[C:16]([CH:19]=[C:20]([Cl:21])[C:13]=1[N:12]1[CH:11]=[C:5]2[CH:6]=[N:7][CH:8]=[C:9]([F:10])[C:4]2=[N:1]1)[C:17]#[N:18]. The yield is 0.750. (4) The reactants are Br[C:2](Br)=[CH:3][C@@H:4]1[CH2:8][CH2:7][CH2:6][N:5]1[C:9]([O:11][C:12]([CH3:15])([CH3:14])[CH3:13])=[O:10].C([Li])(CC)C.[Cl-].[NH4+]. The catalyst is C1COCC1.CCOCC. The product is [C:3]([C@@H:4]1[CH2:8][CH2:7][CH2:6][N:5]1[C:9]([O:11][C:12]([CH3:15])([CH3:14])[CH3:13])=[O:10])#[CH:2]. The yield is 1.00. (5) The reactants are C[O:2][C:3](=O)[C:4]1[CH:9]=[CH:8][C:7]([CH2:10][N:11]2[C:19]3[C@:18]4([CH3:23])[C:20]([CH3:22])([CH3:21])[C@@H:15]([CH2:16][CH2:17]4)[C:14]=3[C:13](=[O:24])[N:12]2[C:25]2[CH:30]=[CH:29][C:28]([F:31])=[CH:27][C:26]=2[F:32])=[CH:6][CH:5]=1.[BH4-].[Na+].[Cl-].[NH4+].O.[Cl-].[Na+].O. The catalyst is O1CCCC1.ClCCl.CO. The product is [F:32][C:26]1[CH:27]=[C:28]([F:31])[CH:29]=[CH:30][C:25]=1[N:12]1[C:13](=[O:24])[C:14]2[C@H:15]3[C:20]([CH3:22])([CH3:21])[C@:18]([CH3:23])([CH2:17][CH2:16]3)[C:19]=2[N:11]1[CH2:10][C:7]1[CH:6]=[CH:5][C:4]([CH2:3][OH:2])=[CH:9][CH:8]=1. The yield is 0.430. (6) The reactants are Cl.Cl.[NH2:3][C:4]1[C:8]2[CH2:9][N:10]([CH:13]3[CH2:17][CH2:16][NH:15][CH2:14]3)[CH2:11][CH2:12][C:7]=2[N:6]([C:18]2[CH:23]=[CH:22][C:21]([O:24][C:25]3[CH:30]=[CH:29][CH:28]=[CH:27][CH:26]=3)=[CH:20][CH:19]=2)[C:5]=1[C:31]([NH2:33])=[O:32].CCN(C(C)C)C(C)C.[C:43](Cl)(=[O:46])[CH:44]=[CH2:45]. The catalyst is C(Cl)Cl. The product is [C:43]([N:15]1[CH2:16][CH2:17][CH:13]([N:10]2[CH2:11][CH2:12][C:7]3[N:6]([C:18]4[CH:19]=[CH:20][C:21]([O:24][C:25]5[CH:30]=[CH:29][CH:28]=[CH:27][CH:26]=5)=[CH:22][CH:23]=4)[C:5]([C:31]([NH2:33])=[O:32])=[C:4]([NH2:3])[C:8]=3[CH2:9]2)[CH2:14]1)(=[O:46])[CH:44]=[CH2:45]. The yield is 0.301. (7) The reactants are [C:1]([C:6]1[S:10][C:9]([NH:11][C:12]([C:14]2[CH:19]=[CH:18][N:17]=[C:16]([CH2:20][Cl:21])[CH:15]=2)=[O:13])=[N:8][C:7]=1[C:22]1[O:23][CH:24]=[CH:25][CH:26]=1)(=[O:5])[CH2:2][CH2:3][CH3:4].[H-].[Na+].C(OCC)(=O)C.Cl.[CH3:36][N:37]([CH3:41])[CH2:38][CH2:39][OH:40]. No catalyst specified. The product is [ClH:21].[C:1]([C:6]1[S:10][C:9]([NH:11][C:12]([C:14]2[CH:19]=[CH:18][N:17]=[C:16]([CH2:20][O:40][CH2:39][CH2:38][N:37]([CH3:41])[CH3:36])[CH:15]=2)=[O:13])=[N:8][C:7]=1[C:22]1[O:23][CH:24]=[CH:25][CH:26]=1)(=[O:5])[CH2:2][CH2:3][CH3:4]. The yield is 0.820. (8) The reactants are [NH2:1][C:2]1[CH:7]=[C:6]([C:8]([F:11])([F:10])[F:9])[CH:5]=[CH:4][C:3]=1[SH:12].[Br:13][C:14]1[CH:15]=[C:16]([CH:19]=[CH:20][C:21]=1[OH:22])[CH:17]=O. The catalyst is CN(C=O)C. The product is [Br:13][C:14]1[CH:15]=[C:16]([CH:17]2[NH:1][C:2]3[CH:7]=[C:6]([C:8]([F:9])([F:10])[F:11])[CH:5]=[CH:4][C:3]=3[S:12]2)[CH:19]=[CH:20][C:21]=1[OH:22]. The yield is 0.105.